From a dataset of Forward reaction prediction with 1.9M reactions from USPTO patents (1976-2016). Predict the product of the given reaction. (1) Given the reactants C(O[C:4]([C:6]1([C:33](OCC)=[O:34])[CH2:10][CH2:9][CH2:8][N:7]1[C:11]1[CH:12]=[N:13][C:14]([O:17][C:18]2[CH:19]=[C:20]3[C:24](=[CH:25][CH:26]=2)[N:23]([C:27]2[CH:28]=[N:29][CH:30]=[CH:31][CH:32]=2)[N:22]=[CH:21]3)=[CH:15][CH:16]=1)=[O:5])C.C(OC(=O)C(NC1C=[N:51][C:52]([O:55]C2C=C3C(=CC=2)N(C2C=NC=CC=2)N=C3)=CC=1)C(OCC)=O)C.BrCCCBr.C(=O)([O-])[O-].[Cs+].[Cs+].C[N:84](C)C=O, predict the reaction product. The product is: [N:29]1[CH:30]=[CH:31][CH:32]=[C:27]([N:23]2[C:24]3[C:20](=[CH:19][C:18]([O:17][C:14]4[N:13]=[CH:12][C:11]([N:7]5[C:6]6([C:4](=[O:5])[NH:84][C:52](=[O:55])[NH:51][C:33]6=[O:34])[CH2:10][CH2:9][CH2:8]5)=[CH:16][CH:15]=4)=[CH:26][CH:25]=3)[CH:21]=[N:22]2)[CH:28]=1. (2) Given the reactants [Mn]([O-])(=O)(=O)=[O:2].[K+].[F:7][C:8]1[CH:13]=[CH:12][CH:11]=[C:10]([N+:14]([O-:16])=[O:15])[C:9]=1[CH3:17].[OH2:18], predict the reaction product. The product is: [F:7][C:8]1[CH:13]=[CH:12][CH:11]=[C:10]([N+:14]([O-:16])=[O:15])[C:9]=1[C:17]([OH:2])=[O:18]. (3) The product is: [CH3:1][C:2]([CH:3]=[N:38][C:12]([O:11][Si:18]([CH3:25])([CH3:24])[CH3:17])=[CH2:13])=[CH:5][CH2:6][CH3:7]. Given the reactants [CH3:1][C:2](=[CH:5][CH2:6][CH3:7])[CH:3]=O.ClC1C=[C:11](C=CC=1)[CH:12]=[O:13].[CH3:17][Si:18]([CH3:25])([CH3:24])N[Si:18]([CH3:25])([CH3:24])[CH3:17].C([Li])CCC.C[Si](Cl)(C)C.C([N:38](CC)CC)C.C(Cl)(=O)C, predict the reaction product. (4) Given the reactants [F:1][C:2]1[CH:7]=[CH:6][CH:5]=[C:4]([F:8])[N:3]=1.[Li]CCCC.[B:14]([O:23][CH:24]([CH3:26])[CH3:25])([O:19][CH:20]([CH3:22])[CH3:21])OC(C)C.OC(C(O)(C)C)(C)C.C(O)(=O)C.[NH4+].[Cl-], predict the reaction product. The product is: [F:1][C:2]1[C:7]([B:14]2[O:19][C:20]([CH3:21])([CH3:22])[C:24]([CH3:25])([CH3:26])[O:23]2)=[CH:6][CH:5]=[C:4]([F:8])[N:3]=1.